From a dataset of Full USPTO retrosynthesis dataset with 1.9M reactions from patents (1976-2016). Predict the reactants needed to synthesize the given product. Given the product [CH3:13][O:12][C:8]1[CH:7]=[C:5]([N:6]=[N+:19]=[N-:20])[CH:4]=[C:3]([O:2][CH3:1])[C:9]=1[O:10][CH3:11], predict the reactants needed to synthesize it. The reactants are: [CH3:1][O:2][C:3]1[CH:4]=[C:5]([CH:7]=[C:8]([O:12][CH3:13])[C:9]=1[O:10][CH3:11])[NH2:6].Cl.N([O-])=O.[Na+].[N-:19]=[N+:20]=[N-].[Na+].